From a dataset of Full USPTO retrosynthesis dataset with 1.9M reactions from patents (1976-2016). Predict the reactants needed to synthesize the given product. The reactants are: CC(C)([O-])C.[K+].[CH3:7][N+:8]([O-:10])=[O:9].C1([O:17][C:18](=O)[C:19]2[CH:24]=[CH:23][C:22]([S:25]([CH3:28])(=[O:27])=[O:26])=[CH:21][CH:20]=2)C=CC=CC=1.NC(N)=O.Cl. Given the product [CH3:28][S:25]([C:22]1[CH:23]=[CH:24][C:19]([C:18](=[O:17])[CH2:7][N+:8]([O-:10])=[O:9])=[CH:20][CH:21]=1)(=[O:26])=[O:27], predict the reactants needed to synthesize it.